Dataset: Full USPTO retrosynthesis dataset with 1.9M reactions from patents (1976-2016). Task: Predict the reactants needed to synthesize the given product. (1) Given the product [F:22][C:23]1[CH:24]=[C:25]([S:29][C:2]2[C:15](=[O:16])[O:14][C:13]3[C:12]4[C:7]5=[C:8]([CH2:17][CH:18]([CH3:19])[N:6]5[C:5](=[O:20])[C:4]=3[C:3]=2[OH:21])[CH:9]=[CH:10][CH:11]=4)[CH:26]=[CH:27][CH:28]=1, predict the reactants needed to synthesize it. The reactants are: Br[C:2]1[C:15](=[O:16])[O:14][C:13]2[C:12]3[C:7]4=[C:8]([CH2:17][CH:18]([CH3:19])[N:6]4[C:5](=[O:20])[C:4]=2[C:3]=1[OH:21])[CH:9]=[CH:10][CH:11]=3.[F:22][C:23]1[CH:24]=[C:25]([SH:29])[CH:26]=[CH:27][CH:28]=1.C(=O)([O-])[O-].[Cs+].[Cs+]. (2) Given the product [Cl:31][C:28]1[S:27][C:26]([S:23]([NH:22][C:13]2[C:14]3[C:19](=[CH:18][CH:17]=[CH:16][C:15]=3[O:20][CH3:21])[N:11]([CH2:10][C:6]3[CH:5]=[C:4]([CH2:3][NH:2][C:42](=[O:43])[C:40]([CH3:45])([CH3:41])[NH2:39])[CH:9]=[CH:8][CH:7]=3)[N:12]=2)(=[O:25])=[O:24])=[CH:30][CH:29]=1, predict the reactants needed to synthesize it. The reactants are: Cl.[NH2:2][CH2:3][C:4]1[CH:5]=[C:6]([CH2:10][N:11]2[C:19]3[C:14](=[C:15]([O:20][CH3:21])[CH:16]=[CH:17][CH:18]=3)[C:13]([NH:22][S:23]([C:26]3[S:27][C:28]([Cl:31])=[CH:29][CH:30]=3)(=[O:25])=[O:24])=[N:12]2)[CH:7]=[CH:8][CH:9]=1.C([NH:39][C:40]([CH3:45])([C:42](O)=[O:43])[CH3:41])(OC(C)(C)C)=O.CN(C(ON1N=NC2C=CC=NC1=2)=[N+](C)C)C.F[P-](F)(F)(F)(F)F.CCN(C(C)C)C(C)C.C(O)(C(F)(F)F)=O.